This data is from hERG potassium channel inhibition data for cardiac toxicity prediction from Karim et al.. The task is: Regression/Classification. Given a drug SMILES string, predict its toxicity properties. Task type varies by dataset: regression for continuous values (e.g., LD50, hERG inhibition percentage) or binary classification for toxic/non-toxic outcomes (e.g., AMES mutagenicity, cardiotoxicity, hepatotoxicity). Dataset: herg_karim. (1) The drug is COc1ccc(Cn2c([C@@H]3CCCN(C4CCCCC4)C3)nc3ccccc32)cc1. The result is 1 (blocker). (2) The compound is Clc1ccc2c(c1)CCc1cccnc1C2=C1CC[NH2+]CC1. The result is 1 (blocker). (3) The molecule is COc1ccc2c(=O)n(CCO)c(C#N)c(-c3cccc(F)c3)c2c1. The result is 0 (non-blocker). (4) The drug is CCN(CC)CC(=O)NC1=C(C)C=CC=C1C. The result is 0 (non-blocker). (5) The molecule is O=C(CNC(=O)c1cccc(C(F)(F)F)c1)NC1CN([C@H]2CC[C@@](O)(c3cncs3)CC2)C1. The result is 0 (non-blocker). (6) The molecule is O=C(C1CC1c1ccc(C(F)(F)F)cc1)N1CCN(S(=O)(=O)c2cc(CCO)cc(C(F)(F)F)c2)CC1. The result is 1 (blocker).